Dataset: hERG Central: cardiac toxicity at 1µM, 10µM, and general inhibition. Task: Predict hERG channel inhibition at various concentrations. The molecule is CCn1c(SCc2cccc(C)c2)nnc1-c1ccc(C)cc1. Results: hERG_inhib (hERG inhibition (general)): blocker.